Dataset: Reaction yield outcomes from USPTO patents with 853,638 reactions. Task: Predict the reaction yield, written as a fraction of the theoretical maximum amount of product (1.0 means a 100% yield; for example, 0.34 means a 34% yield). (1) The reactants are C([NH:8][C:9]1([CH:13]([CH3:16])[CH2:14][OH:15])[CH2:12][CH2:11][CH2:10]1)C1C=CC=CC=1. The catalyst is CCO.[Pd]. The product is [NH2:8][C:9]1([CH:13]([CH3:16])[CH2:14][OH:15])[CH2:12][CH2:11][CH2:10]1. The yield is 0.740. (2) The catalyst is C1(C)C=CC=CC=1.C(OCC)(=O)C. The yield is 0.920. The reactants are [CH2:1]([OH:4])[CH2:2][OH:3].CC1C=CC(S(O)(=O)=O)=CC=1.O.[CH2:17]([O:19][C:20](=[O:36])[C:21]1[CH:26]=[C:25]([O:27][C:28]([F:31])([F:30])[F:29])[C:24]([CH:32]=O)=[C:23]([Cl:34])[C:22]=1[NH2:35])[CH3:18].C(=O)(O)[O-].[Na+]. The product is [CH2:17]([O:19][C:20](=[O:36])[C:21]1[CH:26]=[C:25]([O:27][C:28]([F:31])([F:29])[F:30])[C:24]([CH:32]2[O:4][CH2:1][CH2:2][O:3]2)=[C:23]([Cl:34])[C:22]=1[NH2:35])[CH3:18]. (3) The reactants are [CH2:1]([O:3][C:4]1[CH:5]=[C:6]([C:13]2[O:17][N:16]=[C:15]([C:18]3[CH:23]=[CH:22][C:21]([O:24]C(C)C)=[C:20]([I:28])[CH:19]=3)[N:14]=2)[CH:7]=[CH:8][C:9]=1[O:10][CH2:11][CH3:12])[CH3:2].ClC1C=C(C2ON=C(C3C=CC(OC(C)C)=C(I)C=3)N=2)C=CC=1OCCC. No catalyst specified. The product is [CH2:1]([O:3][C:4]1[CH:5]=[C:6]([C:13]2[O:17][N:16]=[C:15]([C:18]3[CH:23]=[CH:22][C:21]([OH:24])=[C:20]([I:28])[CH:19]=3)[N:14]=2)[CH:7]=[CH:8][C:9]=1[O:10][CH2:11][CH3:12])[CH3:2]. The yield is 0.840. (4) The reactants are Cl[C:2]1[C:7]([CH:8]=[O:9])=[C:6]([N:10]2[CH2:21][C:20]3[N:19]4[C:14]([CH2:15][CH2:16][CH2:17][CH2:18]4)=[CH:13][C:12]=3[C:11]2=[O:22])[N:5]=[CH:4][CH:3]=1.[CH3:23][N:24]1[CH:29]=[C:28](B2OC(C)(C)C(C)(C)O2)[CH:27]=[C:26]([NH:39][C:40]2[CH:45]=[CH:44][C:43]([N:46]3[CH2:51][CH2:50][N:49]([CH:52]4[CH2:55][O:54][CH2:53]4)[CH2:48][C@@H:47]3[CH3:56])=[CH:42][N:41]=2)[C:25]1=[O:57].C([O-])(=O)C.[Na+].[O-]P([O-])([O-])=O.[K+].[K+].[K+]. The catalyst is C1C=CC(P(C2C=CC=CC=2)[C-]2C=CC=C2)=CC=1.C1C=CC(P(C2C=CC=CC=2)[C-]2C=CC=C2)=CC=1.Cl[Pd]Cl.[Fe+2].O.C(#N)C. The product is [CH3:23][N:24]1[C:25](=[O:57])[C:26]([NH:39][C:40]2[CH:45]=[CH:44][C:43]([N:46]3[CH2:51][CH2:50][N:49]([CH:52]4[CH2:53][O:54][CH2:55]4)[CH2:48][CH:47]3[CH3:56])=[CH:42][N:41]=2)=[CH:27][C:28]([C:2]2[C:7]([CH:8]=[O:9])=[C:6]([N:10]3[CH2:21][C:20]4[N:19]5[C:14]([CH2:15][CH2:16][CH2:17][CH2:18]5)=[CH:13][C:12]=4[C:11]3=[O:22])[N:5]=[CH:4][CH:3]=2)=[CH:29]1. The yield is 0.300. (5) The reactants are [CH2:1]([N:3]([S:9]([C:12]1[CH:17]=[CH:16][C:15]([F:18])=[CH:14][CH:13]=1)(=[O:11])=[O:10])[C:4](=[CH2:8])[C:5]([OH:7])=O)[CH3:2].CCOC(OC(OCC)=O)=O.[O:30]1[CH2:35][CH2:34][N:33]([C:36]2[CH:41]=[C:40]([CH2:42][NH2:43])[CH:39]=[C:38]([C:44]3[CH:49]=[CH:48][C:47]([C:50]([F:53])([F:52])[F:51])=[CH:46][CH:45]=3)[N:37]=2)[CH2:32][CH2:31]1. The catalyst is C1COCC1. The product is [CH2:1]([N:3]([S:9]([C:12]1[CH:17]=[CH:16][C:15]([F:18])=[CH:14][CH:13]=1)(=[O:11])=[O:10])[C:4](=[CH2:8])[C:5]([NH:43][CH2:42][C:40]1[CH:39]=[C:38]([C:44]2[CH:45]=[CH:46][C:47]([C:50]([F:53])([F:51])[F:52])=[CH:48][CH:49]=2)[N:37]=[C:36]([N:33]2[CH2:34][CH2:35][O:30][CH2:31][CH2:32]2)[CH:41]=1)=[O:7])[CH3:2]. The yield is 0.120. (6) The reactants are [CH3:1][O:2][C:3]1[C:4]2[C:20]3[C:11](=[C:12]4[C:17](=[CH:18][CH:19]=3)[NH:16][C:15]([CH3:22])([CH3:21])[CH:14]=[C:13]4[CH3:23])[CH:10]([OH:24])[O:9][C:5]=2[CH:6]=[CH:7][CH:8]=1.[CH2:25]([Si](C)(C)C)[CH:26]=[CH2:27]. The catalyst is C(Cl)Cl. The product is [CH2:27]([O:24][CH:10]1[C:11]2=[C:12]3[C:17](=[CH:18][CH:19]=[C:20]2[C:4]2[C:3]([O:2][CH3:1])=[CH:8][CH:7]=[CH:6][C:5]=2[O:9]1)[NH:16][C:15]([CH3:21])([CH3:22])[CH:14]=[C:13]3[CH3:23])[CH:26]=[CH2:25]. The yield is 0.951. (7) The reactants are [I:1][C:2]1[CH:7]=[CH:6][C:5]([NH:8][C:9]2[C:17]([F:18])=[C:16]([F:19])[C:15]([F:20])=[CH:14][C:10]=2[C:11]([OH:13])=O)=[C:4]([CH3:21])[CH:3]=1.[CH:22]([O:24][CH2:25][CH2:26][O:27][NH2:28])=[CH2:23].C(N(C(C)C)CC)(C)C.N1(O[P+](N2CCCC2)(N2CCCC2)N2CCCC2)C2C=CC=CC=2N=N1.F[P-](F)(F)(F)(F)F. The catalyst is ClCCl.CCOCC. The product is [I:1][C:2]1[CH:7]=[CH:6][C:5]([NH:8][C:9]2[C:17]([F:18])=[C:16]([F:19])[C:15]([F:20])=[CH:14][C:10]=2[C:11]([NH:28][O:27][CH2:26][CH2:25][O:24][CH:22]=[CH2:23])=[O:13])=[C:4]([CH3:21])[CH:3]=1. The yield is 0.730.